Predict the reaction yield, written as a fraction of the theoretical maximum amount of product (1.0 means a 100% yield; for example, 0.34 means a 34% yield). From a dataset of Reaction yield outcomes from USPTO patents with 853,638 reactions. (1) The reactants are O[Li].O.[C:4]([O:8][C:9]([NH:11][C@H:12]1[CH2:16][CH2:15][N:14]([C:17]2[CH:26]=[CH:25][C:20]([C:21]([O:23]C)=[O:22])=[CH:19][CH:18]=2)[CH2:13]1)=[O:10])([CH3:7])([CH3:6])[CH3:5].Cl. The catalyst is C1COCC1.CO.O. The product is [C:4]([O:8][C:9]([NH:11][C@H:12]1[CH2:16][CH2:15][N:14]([C:17]2[CH:18]=[CH:19][C:20]([C:21]([OH:23])=[O:22])=[CH:25][CH:26]=2)[CH2:13]1)=[O:10])([CH3:7])([CH3:5])[CH3:6]. The yield is 0.940. (2) The catalyst is C1(C)C=CC=CC=1. The product is [CH2:17]([NH:24][CH:7]1[CH2:6][CH2:5][NH:4][CH2:3][C:2]1([F:1])[F:16])[C:18]1[CH:23]=[CH:22][CH:21]=[CH:20][CH:19]=1. The yield is 0.730. The reactants are [F:1][C:2]1([F:16])[C:7](O)(O)[CH2:6][CH2:5][N:4](C(=O)C(F)(F)F)[CH2:3]1.[CH2:17]([NH2:24])[C:18]1[CH:23]=[CH:22][CH:21]=[CH:20][CH:19]=1.C([BH3-])#N.[Na+].C(O)(=O)C. (3) The reactants are Cl[C:2]1[N:11]=[C:10]([N:12]([C:14]2[CH:19]=[CH:18][C:17]([O:20][CH3:21])=[CH:16][CH:15]=2)[CH3:13])[C:9]2[C:4](=[CH:5][CH:6]=[CH:7][CH:8]=2)[N:3]=1.[CH3:22][O-:23].[Na+]. The yield is 0.540. The catalyst is CO.C(OC(=O)C)C. The product is [CH3:22][O:23][C:2]1[N:11]=[C:10]([N:12]([C:14]2[CH:19]=[CH:18][C:17]([O:20][CH3:21])=[CH:16][CH:15]=2)[CH3:13])[C:9]2[C:4](=[CH:5][CH:6]=[CH:7][CH:8]=2)[N:3]=1. (4) The reactants are [N:1]1([C:7]2[N:12]=[C:11]([OH:13])[CH:10]=[CH:9][CH:8]=2)[CH2:6][CH2:5][O:4][CH2:3][CH2:2]1.[C:14]1([CH:20]([C:39]2[CH:44]=[CH:43][CH:42]=[CH:41][CH:40]=2)[CH2:21][N:22]([CH2:35][CH2:36][CH2:37]O)[CH2:23][C:24]2[CH:29]=[CH:28][CH:27]=[C:26]([C:30]([F:33])([F:32])[F:31])[C:25]=2[Cl:34])[CH:19]=[CH:18][CH:17]=[CH:16][CH:15]=1.OC1C=C(C=CC=1)CC1N(COCC)N=NN=1.BrCCCO. The catalyst is C(OCC)C. The product is [ClH:34].[Cl:34][C:25]1[C:26]([C:30]([F:31])([F:32])[F:33])=[CH:27][CH:28]=[CH:29][C:24]=1[CH2:23][N:22]([CH2:21][CH:20]([C:14]1[CH:15]=[CH:16][CH:17]=[CH:18][CH:19]=1)[C:39]1[CH:44]=[CH:43][CH:42]=[CH:41][CH:40]=1)[CH2:35][CH2:36][CH2:37][O:13][C:11]1[CH:10]=[CH:9][CH:8]=[C:7]([N:1]2[CH2:2][CH2:3][O:4][CH2:5][CH2:6]2)[N:12]=1. The yield is 0.320.